Dataset: Forward reaction prediction with 1.9M reactions from USPTO patents (1976-2016). Task: Predict the product of the given reaction. (1) The product is: [F:25][C:18]1[CH:19]=[C:20]([F:24])[C:21]([F:23])=[CH:22][C:17]=1[C@H:9]1[CH2:8][C@@H:7]([C:5]2[O:4][NH:3][C:2](=[O:1])[CH:6]=2)[CH2:12][CH2:11][NH:10]1. Given the reactants [O:1]=[C:2]1[CH:6]=[C:5]([C@H:7]2[CH2:12][CH2:11][N:10](C(OC)=O)[C@@H:9]([C:17]3[CH:22]=[C:21]([F:23])[C:20]([F:24])=[CH:19][C:18]=3[F:25])[CH2:8]2)[O:4][NH:3]1.Br, predict the reaction product. (2) Given the reactants CN([CH:4]=[C:5]1[C:13](=O)[C:9]2=[N:10][O:11][N:12]=[C:8]2[CH2:7][CH2:6]1)C.[OH:15][C:16]1[CH:17]=[C:18]([NH:22][C:23]([NH2:25])=[NH:24])[CH:19]=[CH:20][CH:21]=1, predict the reaction product. The product is: [N:10]1[O:11][N:12]=[C:8]2[CH2:7][CH2:6][C:5]3[C:13](=[N:24][C:23]([NH:22][C:18]4[CH:17]=[C:16]([OH:15])[CH:21]=[CH:20][CH:19]=4)=[N:25][CH:4]=3)[C:9]=12. (3) Given the reactants C1(P(C2CCCCC2)C2C=CC=CC=2C2C=CC=CC=2)CCCCC1.[CH3:26][C:27]1[O:28][C:29]([C:32]2[CH:37]=[CH:36][C:35]([NH2:38])=[CH:34][CH:33]=2)=[CH:30][N:31]=1.[CH2:39]([C:46]1[CH:51]=[C:50]([CH3:52])[N:49]=[C:48](Cl)[N:47]=1)[C:40]1[CH:45]=[CH:44][CH:43]=[CH:42][CH:41]=1.O, predict the reaction product. The product is: [CH2:39]([C:46]1[CH:51]=[C:50]([CH3:52])[N:49]=[C:48]([NH:38][C:35]2[CH:36]=[CH:37][C:32]([C:29]3[O:28][C:27]([CH3:26])=[N:31][CH:30]=3)=[CH:33][CH:34]=2)[N:47]=1)[C:40]1[CH:41]=[CH:42][CH:43]=[CH:44][CH:45]=1. (4) Given the reactants [N:1]([O-])=O.[Na+].[NH2:5][C:6]1[CH:11]=[CH:10][C:9]([N:12]2[CH:17]=[CH:16][C:15]3[O:18][C:19]([Br:21])=[CH:20][C:14]=3[C:13]2=[O:22])=[CH:8][C:7]=1[CH3:23], predict the reaction product. The product is: [Br:21][C:19]1[O:18][C:15]2[CH:16]=[CH:17][N:12]([C:9]3[CH:8]=[C:7]4[C:6](=[CH:11][CH:10]=3)[NH:5][N:1]=[CH:23]4)[C:13](=[O:22])[C:14]=2[CH:20]=1. (5) Given the reactants [C:1]([C:3]1[CH:4]=[C:5]([NH:9][C:10]([C:12]2[N:13]([CH3:18])[N:14]=[C:15]([CH3:17])[CH:16]=2)=[O:11])[CH:6]=[CH:7][CH:8]=1)#[CH:2].Br[C:20]1[CH:21]=[N:22][CH:23]=[C:24]([CH:37]=1)[C:25]([N:27]=[S@@:28]([CH3:36])(=[O:35])[C:29]1[CH:34]=[CH:33][CH:32]=[CH:31][CH:30]=1)=[O:26], predict the reaction product. The product is: [CH3:18][N:13]1[C:12]([C:10]([NH:9][C:5]2[CH:4]=[C:3]([C:1]#[C:2][C:20]3[CH:21]=[N:22][CH:23]=[C:24]([CH:37]=3)[C:25]([N:27]=[S@@:28]([CH3:36])(=[O:35])[C:29]3[CH:34]=[CH:33][CH:32]=[CH:31][CH:30]=3)=[O:26])[CH:8]=[CH:7][CH:6]=2)=[O:11])=[CH:16][C:15]([CH3:17])=[N:14]1.